From a dataset of Catalyst prediction with 721,799 reactions and 888 catalyst types from USPTO. Predict which catalyst facilitates the given reaction. (1) Reactant: [N:1]([C:4]1[N:13]=[CH:12][C:11]2[C:6](=[CH:7][CH:8]=[C:9]([O:14][C:15]3[CH:20]=[CH:19][N:18]=[C:17]([C:21]([NH:23][CH3:24])=[O:22])[CH:16]=3)[CH:10]=2)[N:5]=1)=[N+]=[N-].C1C=CC(P(C2C=CC=CC=2)C2C=CC=CC=2)=CC=1.Cl. Product: [NH2:1][C:4]1[N:13]=[CH:12][C:11]2[C:6](=[CH:7][CH:8]=[C:9]([O:14][C:15]3[CH:20]=[CH:19][N:18]=[C:17]([C:21]([NH:23][CH3:24])=[O:22])[CH:16]=3)[CH:10]=2)[N:5]=1. The catalyst class is: 20. (2) Reactant: C([O:5][C:6](=[O:30])[C:7]1[CH:12]=[CH:11][CH:10]=[C:9]([C:13]2[CH:14]=[C:15]3[C:21]([C:22]4[CH:27]=[CH:26][CH:25]=[CH:24][C:23]=4[O:28][CH3:29])=[CH:20][NH:19][C:16]3=[N:17][CH:18]=2)[CH:8]=1)(C)(C)C.Br.SCC(O)=O. Product: [CH3:29][O:28][C:23]1[CH:24]=[CH:25][CH:26]=[CH:27][C:22]=1[C:21]1[C:15]2[C:16](=[N:17][CH:18]=[C:13]([C:9]3[CH:8]=[C:7]([CH:12]=[CH:11][CH:10]=3)[C:6]([OH:30])=[O:5])[CH:14]=2)[NH:19][CH:20]=1. The catalyst class is: 15. (3) Reactant: Br[CH2:2][C:3]([C:5]1[C:6]([CH:28]2[CH2:31][CH2:30][CH2:29]2)=[CH:7][C:8]([CH3:27])=[C:9]([CH:26]=1)[C:10]([N:12]1[CH2:17][CH2:16][CH:15]([C:18]2[CH:25]=[CH:24][C:21]([C:22]#[N:23])=[CH:20][CH:19]=2)[CH2:14][CH2:13]1)=[O:11])=O.Cl.[C:33](=[NH:37])([NH2:36])[CH2:34][CH3:35].C(=O)([O-])[O-].[K+].[K+]. Product: [CH:28]1([C:6]2[C:5]([C:3]3[NH:36][C:33]([CH2:34][CH3:35])=[N:37][CH:2]=3)=[CH:26][C:9]([C:10]([N:12]3[CH2:17][CH2:16][CH:15]([C:18]4[CH:25]=[CH:24][C:21]([C:22]#[N:23])=[CH:20][CH:19]=4)[CH2:14][CH2:13]3)=[O:11])=[C:8]([CH3:27])[CH:7]=2)[CH2:31][CH2:30][CH2:29]1. The catalyst class is: 23.